From a dataset of Catalyst prediction with 721,799 reactions and 888 catalyst types from USPTO. Predict which catalyst facilitates the given reaction. (1) Product: [C:16]([NH:7][C@H:6]([C:8]([OH:10])=[O:9])[CH2:5][CH:4]([C:3]([F:12])([F:13])[F:2])[CH3:11])(=[O:18])[CH3:17]. Reactant: Cl.[F:2][C:3]([F:13])([F:12])[CH:4]([CH3:11])[CH2:5][C@@H:6]([C:8]([OH:10])=[O:9])[NH2:7].[OH-].[Na+].[C:16](OC(=O)C)(=[O:18])[CH3:17]. The catalyst class is: 6. (2) Reactant: C(OC(=O)[NH:7][C@@H:8]([CH2:18][C:19]1[C:27]2[C:22](=[CH:23][CH:24]=[C:25]([O:28][C:29]3[CH:34]=[CH:33][C:32]([N+:35]([O-:37])=[O:36])=[CH:31][CH:30]=3)[CH:26]=2)[NH:21][CH:20]=1)[C:9]([N:11]1[CH2:15][CH2:14][CH2:13][C@H:12]1[C:16]#[N:17])=[O:10])(C)(C)C. Product: [NH2:7][C@@H:8]([CH2:18][C:19]1[C:27]2[C:22](=[CH:23][CH:24]=[C:25]([O:28][C:29]3[CH:30]=[CH:31][C:32]([N+:35]([O-:37])=[O:36])=[CH:33][CH:34]=3)[CH:26]=2)[NH:21][CH:20]=1)[C:9]([N:11]1[CH2:15][CH2:14][CH2:13][C@H:12]1[C:16]#[N:17])=[O:10]. The catalyst class is: 330. (3) Reactant: [CH3:1][C:2]1[CH:3]=[CH:4][C:5]([N+:10]([O-])=O)=[C:6]([O:8][CH3:9])[CH:7]=1.[H][H]. Product: [CH3:9][O:8][C:6]1[CH:7]=[C:2]([CH3:1])[CH:3]=[CH:4][C:5]=1[NH2:10]. The catalyst class is: 123. (4) Reactant: [N:1]1[N:2]([C:10]2[CH:11]=[C:12]([S:21](Cl)(=[O:23])=[O:22])[CH:13]=[C:14]([CH:17]([CH2:19][CH3:20])[CH3:18])[C:15]=2[OH:16])[N:3]=[C:4]2[CH:9]=[CH:8][CH:7]=[CH:6][C:5]=12.Br.[Br:26][CH2:27][CH2:28][NH2:29].C(N(CC)CC)C. Product: [N:1]1[N:2]([C:10]2[CH:11]=[C:12]([S:21]([NH:29][CH2:28][CH2:27][Br:26])(=[O:23])=[O:22])[CH:13]=[C:14]([CH:17]([CH2:19][CH3:20])[CH3:18])[C:15]=2[OH:16])[N:3]=[C:4]2[CH:9]=[CH:8][CH:7]=[CH:6][C:5]=12. The catalyst class is: 10. (5) Reactant: [Br:1][C:2]1[CH:3]=[C:4]([C:16]([CH3:19])([CH3:18])[CH3:17])[C:5]([O:14][CH3:15])=[C:6]([N:8]2[CH2:13][CH2:12][NH:11][CH2:10][CH2:9]2)[CH:7]=1.C(=O)([O-])[O-].[K+].[K+].CN(C)C=O.Br[CH2:32][C:33]#[N:34]. Product: [Br:1][C:2]1[CH:3]=[C:4]([C:16]([CH3:19])([CH3:18])[CH3:17])[C:5]([O:14][CH3:15])=[C:6]([N:8]2[CH2:9][CH2:10][N:11]([CH2:32][C:33]#[N:34])[CH2:12][CH2:13]2)[CH:7]=1. The catalyst class is: 13. (6) Reactant: Cl.[CH3:2][C:3]1[CH:4]=[CH:5][C:6]([C:12]2[CH:17]=[CH:16][N:15]=[CH:14][CH:13]=2)=[C:7]([CH:11]=1)[C:8]([OH:10])=O.Cl.[NH:19]1[CH2:24][CH2:23][C:22](=[O:25])[CH2:21][CH2:20]1.C[N+]1(C2N=C(OC)N=C(OC)N=2)CCOCC1.[Cl-].CN1CCOCC1. Product: [CH3:2][C:3]1[CH:4]=[CH:5][C:6]([C:12]2[CH:17]=[CH:16][N:15]=[CH:14][CH:13]=2)=[C:7]([CH:11]=1)[C:8]([N:19]1[CH2:24][CH2:23][C:22](=[O:25])[CH2:21][CH2:20]1)=[O:10]. The catalyst class is: 18. (7) Reactant: C([C:4]1[CH:5]=[C:6]([F:11])[C:7]([Cl:10])=[N:8][CH:9]=1)C=C.CC[C@@H]1[C@@H]2C[C@H]([C@@H](OC3C4C(=CC=CC=4)C(O[C@@H](C4C=CN=C5C=4C=C(OC)C=C5)[C@@H]4N5C[C@H](CC)[C@@H](CC5)C4)=NN=3)C3C=CN=C4C=3C=C([O:33]C)C=C4)N(CC2)C1.[C:70]([OH:74])(C)([CH3:72])[CH3:71]. Product: [Cl:10][C:7]1[N:8]=[CH:9][C:4]([CH2:71][C@@H:70]([OH:74])[CH2:72][OH:33])=[CH:5][C:6]=1[F:11]. The catalyst class is: 6.